From a dataset of Full USPTO retrosynthesis dataset with 1.9M reactions from patents (1976-2016). Predict the reactants needed to synthesize the given product. (1) Given the product [N:1]1([C:6]2[CH:7]=[C:8]([NH:16][C:17](=[O:26])[C:18]3[CH:23]=[CH:22][C:21]([CH3:24])=[C:20]([C:28]#[C:27][C:29]4[N:33]5[CH:34]=[CH:35][CH:36]=[CH:37][C:32]5=[N:31][CH:30]=4)[CH:19]=3)[CH:9]=[C:10]([C:12]([F:15])([F:14])[F:13])[CH:11]=2)[CH:5]=[CH:4][N:3]=[CH:2]1, predict the reactants needed to synthesize it. The reactants are: [N:1]1([C:6]2[CH:7]=[C:8]([NH:16][C:17](=[O:26])[C:18]3[CH:23]=[CH:22][C:21]([CH3:24])=[C:20](I)[CH:19]=3)[CH:9]=[C:10]([C:12]([F:15])([F:14])[F:13])[CH:11]=2)[CH:5]=[CH:4][N:3]=[CH:2]1.[C:27]([C:29]1[N:33]2[CH:34]=[CH:35][CH:36]=[CH:37][C:32]2=[N:31][CH:30]=1)#[CH:28]. (2) Given the product [O:16]=[C:15]1[NH:14][C:24]2[C:19](/[C:17]/1=[N:13]/[NH:12][C:10](=[O:11])[CH2:9][C:4]1[CH:5]=[CH:6][C:7]([OH:8])=[C:2]([Br:1])[CH:3]=1)=[CH:20][CH:21]=[CH:22][CH:23]=2, predict the reactants needed to synthesize it. The reactants are: [Br:1][C:2]1[CH:3]=[C:4]([CH2:9][C:10]([NH:12][NH2:13])=[O:11])[CH:5]=[CH:6][C:7]=1[OH:8].[NH:14]1[C:24]2[C:19](=[CH:20][CH:21]=[CH:22][CH:23]=2)[C:17](=O)[C:15]1=[O:16]. (3) The reactants are: [CH3:1][C:2]1[C:3](=[O:9])[CH2:4][CH2:5][CH:6]([CH3:8])[CH:7]=1.[Cl-].[Cl-].[Cl-].[Al+3].C=[CH:15][C:16](=[CH2:18])[CH3:17].[C:19]1(C)C=CC=CC=1. Given the product [CH3:8][CH:6]1[CH:7]2[C:2]([CH3:19])([CH2:1][CH:15]=[C:16]([CH3:18])[CH2:17]2)[C:3](=[O:9])[CH2:4][CH2:5]1, predict the reactants needed to synthesize it. (4) Given the product [CH2:17]([NH:24][C:25]([C:27]1[S:31][C:30]([N:16]2[CH:15]=[CH:14][C:4]([C:5](=[O:6])[NH:7][C:8]3[CH:13]=[CH:12][CH:11]=[CH:10][CH:9]=3)=[CH:3][C:2]2=[O:1])=[N:29][C:28]=1[CH3:33])=[O:26])[C:18]1[CH:19]=[CH:20][CH:21]=[CH:22][CH:23]=1, predict the reactants needed to synthesize it. The reactants are: [OH:1][C:2]1[CH:3]=[C:4]([CH:14]=[CH:15][N:16]=1)[C:5]([NH:7][C:8]1[CH:13]=[CH:12][CH:11]=[CH:10][CH:9]=1)=[O:6].[CH2:17]([NH:24][C:25]([C:27]1[S:31][C:30](Br)=[N:29][C:28]=1[CH3:33])=[O:26])[C:18]1[CH:23]=[CH:22][CH:21]=[CH:20][CH:19]=1. (5) Given the product [Cl:1][C:2]1[C:7]2[C:8]([I:11])=[N:9][N:10]([CH:15]([CH3:17])[CH3:16])[C:6]=2[CH:5]=[CH:4][N:3]=1, predict the reactants needed to synthesize it. The reactants are: [Cl:1][C:2]1[C:7]2[C:8]([I:11])=[N:9][NH:10][C:6]=2[CH:5]=[CH:4][N:3]=1.[H-].[Na+].Br[CH:15]([CH3:17])[CH3:16]. (6) Given the product [ClH:37].[ClH:37].[NH2:8][CH2:9][C:10]1[C:11]([CH2:27][CH:28]([CH3:30])[CH3:29])=[N:12][C:13]([CH3:26])=[C:14]([C:18]=1[C:19]1[CH:24]=[CH:23][C:22]([CH3:25])=[CH:21][CH:20]=1)[C:15]([OH:17])=[O:16], predict the reactants needed to synthesize it. The reactants are: C(OC([NH:8][CH2:9][C:10]1[C:11]([CH2:27][CH:28]([CH3:30])[CH3:29])=[N:12][C:13]([CH3:26])=[C:14]([C:18]=1[C:19]1[CH:24]=[CH:23][C:22]([CH3:25])=[CH:21][CH:20]=1)[C:15]([OH:17])=[O:16])=O)(C)(C)C.O1CCOCC1.[ClH:37].